From a dataset of Full USPTO retrosynthesis dataset with 1.9M reactions from patents (1976-2016). Predict the reactants needed to synthesize the given product. (1) The reactants are: C([N:8]([C@H](C1C=CC=CC=1)C)[C@@H:9]([C:13]1[CH:14]=[N:15][C:16]([CH3:19])=[CH:17][CH:18]=1)[CH2:10][CH2:11][OH:12])C1C=CC=CC=1.CC(O)=O.C([O-])=O.[NH4+]. Given the product [NH2:8][C@@H:9]([C:13]1[CH:14]=[N:15][C:16]([CH3:19])=[CH:17][CH:18]=1)[CH2:10][CH2:11][OH:12], predict the reactants needed to synthesize it. (2) Given the product [OH:3][CH2:2][CH2:1][O:4][CH2:12][C:11]1[CH:10]=[C:9]([CH:16]=[CH:15][CH:14]=1)[C:7]#[N:8], predict the reactants needed to synthesize it. The reactants are: [CH2:1]([OH:4])[CH2:2][OH:3].[H-].[Na+].[C:7]([C:9]1[CH:10]=[C:11]([CH:14]=[CH:15][CH:16]=1)[CH2:12]Br)#[N:8]. (3) Given the product [Cl:16][C:4]1[CH:3]=[C:2]2[C:9]([CH:10]=[CH:11][N:1]2[CH3:17])=[CH:8][C:5]=1[C:6]#[N:7], predict the reactants needed to synthesize it. The reactants are: [NH2:1][C:2]1[C:9]([C:10]#[C:11][Si](C)(C)C)=[CH:8][C:5]([C:6]#[N:7])=[C:4]([Cl:16])[CH:3]=1.[CH3:17]C([O-])(C)C.[K+].CI.Cl. (4) Given the product [F:37][C:25]([F:24])([F:36])[C:26]1[CH:27]=[CH:28][C:29]([S:32]([O:1][CH:2]2[CH2:7][CH2:6][N:5]([S:20]([CH3:23])(=[O:21])=[O:22])[CH2:4][CH2:3]2)(=[O:34])=[O:33])=[CH:30][CH:31]=1, predict the reactants needed to synthesize it. The reactants are: [OH:1][CH:2]1[CH2:7][CH2:6][NH:5][CH2:4][CH2:3]1.C(N(CC)CC)C.[CH3:23][S:20](O[S:20]([CH3:23])(=[O:22])=[O:21])(=[O:22])=[O:21].[F:24][C:25]([F:37])([F:36])[C:26]1[CH:31]=[CH:30][C:29]([S:32](Cl)(=[O:34])=[O:33])=[CH:28][CH:27]=1.